From a dataset of Full USPTO retrosynthesis dataset with 1.9M reactions from patents (1976-2016). Predict the reactants needed to synthesize the given product. (1) Given the product [ClH:55].[CH3:1][C:2]1[CH:7]=[C:6]([C:8]([N:10]2[C:16]3[CH:17]=[CH:18][CH:19]=[CH:20][C:15]=3[CH2:14][N:13]3[C:21]([C:24]([N:26]4[CH2:27][CH2:28][NH:29][CH2:30][CH2:31]4)=[O:25])=[CH:22][CH:23]=[C:12]3[CH2:11]2)=[O:9])[CH:5]=[CH:4][C:3]=1[C:39]1[CH:44]=[CH:43][CH:42]=[CH:41][C:40]=1[C:45]([F:47])([F:46])[F:48], predict the reactants needed to synthesize it. The reactants are: [CH3:1][C:2]1[CH:7]=[C:6]([C:8]([N:10]2[C:16]3[CH:17]=[CH:18][CH:19]=[CH:20][C:15]=3[CH2:14][N:13]3[C:21]([C:24]([N:26]4[CH2:31][CH2:30][N:29](C(OC(C)(C)C)=O)[CH2:28][CH2:27]4)=[O:25])=[CH:22][CH:23]=[C:12]3[CH2:11]2)=[O:9])[CH:5]=[CH:4][C:3]=1[C:39]1[CH:44]=[CH:43][CH:42]=[CH:41][C:40]=1[C:45]([F:48])([F:47])[F:46].C(OCC)(=O)C.[ClH:55]. (2) Given the product [F:1][C:2]1[CH:3]=[CH:4][C:5]([C:8]2[C:13]([C:14]([O:16][CH3:17])=[O:15])=[C:12]([CH:18]([CH3:19])[CH3:20])[N:11]=[C:10]([O:21][S:38]([C:37]([F:50])([F:49])[F:36])(=[O:40])=[O:39])[N:9]=2)=[CH:6][CH:7]=1, predict the reactants needed to synthesize it. The reactants are: [F:1][C:2]1[CH:7]=[CH:6][C:5]([C:8]2[C:13]([C:14]([O:16][CH3:17])=[O:15])=[C:12]([CH:18]([CH3:20])[CH3:19])[N:11]=[C:10]([OH:21])[N:9]=2)=[CH:4][CH:3]=1.C(N(CC)CC)C.C1(C)C=CC=CC=1.[F:36][C:37]([F:50])([F:49])[S:38](O[S:38]([C:37]([F:50])([F:49])[F:36])(=[O:40])=[O:39])(=[O:40])=[O:39]. (3) The reactants are: Br[C:2]1[CH:10]=[C:9]2[C:5]([CH2:6][C:7](=[O:27])[N:8]2[CH:11]([CH2:21][CH:22]2[CH2:26][CH2:25][CH2:24][CH2:23]2)[C:12]([NH:14][C:15]2[CH:20]=[CH:19][CH:18]=[CH:17][N:16]=2)=[O:13])=[CH:4][CH:3]=1.O.[CH3:29][N:30](C)C=O. Given the product [C:29]([C:2]1[CH:10]=[C:9]2[C:5]([CH2:6][C:7](=[O:27])[N:8]2[CH:11]([CH2:21][CH:22]2[CH2:26][CH2:25][CH2:24][CH2:23]2)[C:12]([NH:14][C:15]2[CH:20]=[CH:19][CH:18]=[CH:17][N:16]=2)=[O:13])=[CH:4][CH:3]=1)#[N:30], predict the reactants needed to synthesize it. (4) Given the product [C:1]1([C:7]2([CH3:18])[C:12](=[O:13])[N:11]([CH3:14])[C:10](=[O:16])[N:9]([CH2:21][C:22](=[O:23])[C:24]3[CH:25]=[N:26][CH:27]=[CH:28][CH:29]=3)[C:8]2=[O:17])[CH2:6][CH2:5][CH2:4][CH:3]=1, predict the reactants needed to synthesize it. The reactants are: [C:1]1([C:7]2([CH3:18])[C:12](=[O:13])[N:11]([CH2:14]C)[C:10](=[O:16])[NH:9][C:8]2=[O:17])[CH2:6][CH2:5][CH2:4][CH2:3]C=1.Br.Br[CH2:21][C:22]([C:24]1[CH:25]=[N:26][CH:27]=[CH:28][CH:29]=1)=[O:23]. (5) Given the product [F:8][C:9]1[CH:10]=[CH:11][C:12]([CH2:13][N:14]2[CH2:23][CH2:22][C:21]3[C:16](=[C:17]([OH:29])[C:18](=[O:28])[NH:19][C:20]=3[C:24]([N:2]([CH3:3])[CH3:1])=[O:26])[C:15]2=[O:30])=[CH:31][CH:32]=1, predict the reactants needed to synthesize it. The reactants are: [CH3:1][NH:2][CH3:3].C[Al](C)C.[F:8][C:9]1[CH:32]=[CH:31][C:12]([CH2:13][N:14]2[CH2:23][CH2:22][C:21]3[C:16](=[C:17]([OH:29])[C:18](=[O:28])[NH:19][C:20]=3[C:24]([O:26]C)=O)[C:15]2=[O:30])=[CH:11][CH:10]=1.Cl.